This data is from Forward reaction prediction with 1.9M reactions from USPTO patents (1976-2016). The task is: Predict the product of the given reaction. (1) The product is: [NH2:10][C@@H:11]1[C:46](=[O:47])[N:13]2[C:14]([C:30]([O:32][CH:33]([C:34]3[CH:35]=[CH:36][CH:37]=[CH:38][CH:39]=3)[C:40]3[CH:45]=[CH:44][CH:43]=[CH:42][CH:41]=3)=[O:31])=[C:15]([S:18][C:19]3[S:20][CH:21]=[C:22]([C:24]4[CH:29]=[CH:28][N:27]=[CH:26][CH:25]=4)[N:23]=3)[CH2:16][S:17][C@H:12]12. Given the reactants C1(CC([NH:10][C@@H:11]2[C:46](=[O:47])[N:13]3[C:14]([C:30]([O:32][CH:33]([C:40]4[CH:45]=[CH:44][CH:43]=[CH:42][CH:41]=4)[C:34]4[CH:39]=[CH:38][CH:37]=[CH:36][CH:35]=4)=[O:31])=[C:15]([S:18][C:19]4[S:20][CH:21]=[C:22]([C:24]5[CH:29]=[CH:28][N:27]=[CH:26][CH:25]=5)[N:23]=4)[CH2:16][S:17][C@H:12]23)=O)C=CC=CC=1.N1C=CC=CC=1.P(Cl)(Cl)(Cl)(Cl)Cl.C(OC(C)C)(C)C, predict the reaction product. (2) Given the reactants Br[C:2]1[S:22][C:5]2=[N:6][C:7]([CH3:21])=[CH:8][C:9]([NH:10][S:11]([C:14]3[CH:19]=[CH:18][CH:17]=[C:16]([Cl:20])[CH:15]=3)(=[O:13])=[O:12])=[C:4]2[C:3]=1[C:23]1[CH:28]=[CH:27][CH:26]=[C:25]([CH3:29])[CH:24]=1.O(C([N:37]1[CH:41]=[C:40](B(O)O)[CH:39]=[N:38]1)=O)C(C)(C)C.C(=O)([O-])[O-].[Na+].[Na+], predict the reaction product. The product is: [Cl:20][C:16]1[CH:15]=[C:14]([S:11]([NH:10][C:9]2[CH:8]=[C:7]([CH3:21])[N:6]=[C:5]3[S:22][C:2]([C:40]4[CH:41]=[N:37][NH:38][CH:39]=4)=[C:3]([C:23]4[CH:28]=[CH:27][CH:26]=[C:25]([CH3:29])[CH:24]=4)[C:4]=23)(=[O:13])=[O:12])[CH:19]=[CH:18][CH:17]=1. (3) The product is: [CH3:1][C:2]1[CH:3]=[CH:4][CH:5]=[C:6]2[C:11]=1[C:10]([CH2:12][N:13]1[C:17]3[CH:18]=[CH:19][CH:20]=[CH:21][C:16]=3[N:15]=[C:14]1[S:22][CH2:23][CH2:24][CH2:25][C:26]([OH:28])=[O:27])=[CH:9][CH:8]=[CH:7]2. Given the reactants [CH3:1][C:2]1[CH:3]=[CH:4][CH:5]=[C:6]2[C:11]=1[C:10]([CH2:12][N:13]1[C:17]3[CH:18]=[CH:19][CH:20]=[CH:21][C:16]=3[N:15]=[C:14]1[S:22][CH2:23][CH2:24][CH2:25][C:26]([O:28]CC)=[O:27])=[CH:9][CH:8]=[CH:7]2.[OH-].[Na+].C(O)(=O)CC(CC(O)=O)(C(O)=O)O, predict the reaction product. (4) Given the reactants [N:1]1([C:6]2[CH2:11][CH2:10][CH2:9][CH:8]([N:12]([CH3:25])[C:13]3[CH:20]=[CH:19][C:16]([C:17]#[N:18])=[C:15]([C:21]([F:24])([F:23])[F:22])[CH:14]=3)[CH:7]=2)[CH:5]=[CH:4][N:3]=[CH:2]1.[OH2:26], predict the reaction product. The product is: [OH:26][CH:11]1[CH2:10][CH2:9][CH:8]([N:12]([CH3:25])[C:13]2[CH:20]=[CH:19][C:16]([C:17]#[N:18])=[C:15]([C:21]([F:22])([F:23])[F:24])[CH:14]=2)[CH:7]=[C:6]1[N:1]1[CH:5]=[CH:4][N:3]=[CH:2]1.